The task is: Predict the reactants needed to synthesize the given product.. This data is from Full USPTO retrosynthesis dataset with 1.9M reactions from patents (1976-2016). (1) Given the product [CH2:35]([O:34][C:32](=[O:33])[C:31](=[O:37])[CH2:29][C:28]([C:11]1[CH:12]=[C:13]([CH2:24][CH:25]([CH3:26])[CH3:27])[C:14]([O:16][CH2:17][C:18]2[CH:19]=[CH:20][CH:21]=[CH:22][CH:23]=2)=[CH:15][C:10]=1[O:9][CH2:2][C:3]1[CH:4]=[CH:5][CH:6]=[CH:7][CH:8]=1)=[O:30])[CH3:36], predict the reactants needed to synthesize it. The reactants are: [Na].[CH2:2]([O:9][C:10]1[CH:15]=[C:14]([O:16][CH2:17][C:18]2[CH:23]=[CH:22][CH:21]=[CH:20][CH:19]=2)[C:13]([CH2:24][CH:25]([CH3:27])[CH3:26])=[CH:12][C:11]=1[C:28](=[O:30])[CH3:29])[C:3]1[CH:8]=[CH:7][CH:6]=[CH:5][CH:4]=1.[C:31](OCC)(=[O:37])[C:32]([O:34][CH2:35][CH3:36])=[O:33].Cl. (2) Given the product [NH2:31][C:30]1[CH:29]=[C:28]2[C:24]([C:25](=[CH:19][C:3]3[NH:4][C:5]4[CH2:10][CH2:9][N:8]([CH2:11][CH2:12][N:13]5[CH2:14][CH2:15][CH2:16][CH2:17]5)[C:7](=[O:18])[C:6]=4[C:2]=3[CH3:1])[C:26](=[O:32])[NH:27]2)=[CH:23][C:22]=1[F:21], predict the reactants needed to synthesize it. The reactants are: [CH3:1][C:2]1[C:6]2[C:7](=[O:18])[N:8]([CH2:11][CH2:12][N:13]3[CH2:17][CH2:16][CH2:15][CH2:14]3)[CH2:9][CH2:10][C:5]=2[NH:4][C:3]=1[CH:19]=O.[F:21][C:22]1[CH:23]=[C:24]2[C:28](=[CH:29][C:30]=1[NH2:31])[NH:27][C:26](=[O:32])[CH2:25]2.